Task: Regression. Given a peptide amino acid sequence and an MHC pseudo amino acid sequence, predict their binding affinity value. This is MHC class I binding data.. Dataset: Peptide-MHC class I binding affinity with 185,985 pairs from IEDB/IMGT (1) The peptide sequence is RRMMMRITE. The MHC is HLA-B48:01 with pseudo-sequence HLA-B48:01. The binding affinity (normalized) is 0.0847. (2) The MHC is Patr-B2401 with pseudo-sequence Patr-B2401. The peptide sequence is SDGNCTCIPI. The binding affinity (normalized) is 0.557.